Dataset: Full USPTO retrosynthesis dataset with 1.9M reactions from patents (1976-2016). Task: Predict the reactants needed to synthesize the given product. (1) The reactants are: [NH2:1][C:2]1[C:3]([C:12]([NH:14][C@@:15]([CH:21]2[CH2:26][CH2:25][CH2:24][CH2:23][CH2:22]2)([C:17]([O:19][CH3:20])=[O:18])[CH3:16])=[O:13])=[N:4][C:5]2[C:10]([CH:11]=1)=[CH:9][CH:8]=[CH:7][CH:6]=2.[CH3:27][C:28]1[CH:33]=[C:32]([CH3:34])[CH:31]=[C:30]([CH3:35])[C:29]=1[N:36]=[C:37]=[O:38]. Given the product [CH:21]1([C@:15]([C:17]([O:19][CH3:20])=[O:18])([CH3:16])[NH:14][C:12]([C:3]2[C:2]([NH:1][C:37]([NH:36][C:29]3[C:28]([CH3:27])=[CH:33][C:32]([CH3:34])=[CH:31][C:30]=3[CH3:35])=[O:38])=[CH:11][C:10]3[C:5](=[CH:6][CH:7]=[CH:8][CH:9]=3)[N:4]=2)=[O:13])[CH2:22][CH2:23][CH2:24][CH2:25][CH2:26]1, predict the reactants needed to synthesize it. (2) Given the product [Cl:1][C:2]1[N:7]=[C:6]([NH:8][C@@H:9]2[CH2:14][CH2:13][CH2:12][CH2:11][C@H:10]2[N:15]([CH3:21])[S:16]([CH3:19])(=[O:18])=[O:17])[C:5]([Cl:20])=[CH:4][N:3]=1, predict the reactants needed to synthesize it. The reactants are: [Cl:1][C:2]1[N:7]=[C:6]([NH:8][C@@H:9]2[CH2:14][CH2:13][CH2:12][CH2:11][C@H:10]2[NH:15][S:16]([CH3:19])(=[O:18])=[O:17])[C:5]([Cl:20])=[CH:4][N:3]=1.[C:21](=O)([O-])[O-].[Cs+].[Cs+].CI.